Task: Predict the reactants needed to synthesize the given product.. Dataset: Full USPTO retrosynthesis dataset with 1.9M reactions from patents (1976-2016) (1) Given the product [CH3:32][CH:31]([CH3:33])[CH2:30][N:29]1[C:20]2[C:19]3[CH:18]=[CH:17][C:16]([CH:1]=[CH2:2])=[CH:25][C:24]=3[N:23]=[C:22]([NH2:26])[C:21]=2[N:27]=[C:28]1[CH2:34][CH2:35][CH3:36], predict the reactants needed to synthesize it. The reactants are: [CH2:1](N(CC)CC)[CH3:2].C([B-](F)(F)F)=C.[K+].Br[C:16]1[CH:17]=[CH:18][C:19]2[C:20]3[N:29]([CH2:30][CH:31]([CH3:33])[CH3:32])[C:28]([CH2:34][CH2:35][CH3:36])=[N:27][C:21]=3[C:22]([NH2:26])=[N:23][C:24]=2[CH:25]=1.[OH-].[Na+]. (2) Given the product [CH3:1][O:2][C:3]([C:5]1[S:6][C:7]([C:11]([OH:14])=[O:12])=[CH:8][C:9]=1[Cl:10])=[O:4], predict the reactants needed to synthesize it. The reactants are: [CH3:1][O:2][C:3]([C:5]1[S:6][C:7]([CH2:11][OH:12])=[CH:8][C:9]=1[Cl:10])=[O:4].I(O)(=O)(=O)=[O:14]. (3) Given the product [C:1]([O:5][C:6]([N:8]1[CH2:13][CH2:12][CH:11]([CH:14]2[O:23][C:17]3=[CH:18][N:19]=[C:20]([C:32]4[CH:33]=[CH:34][C:29]([C:27](=[O:28])[NH:26][CH2:24][CH3:25])=[CH:30][CH:31]=4)[CH:21]=[C:16]3[CH2:15]2)[CH2:10][CH2:9]1)=[O:7])([CH3:4])([CH3:3])[CH3:2], predict the reactants needed to synthesize it. The reactants are: [C:1]([O:5][C:6]([N:8]1[CH2:13][CH2:12][CH:11]([CH:14]2[O:23][C:17]3=[CH:18][N:19]=[C:20](Cl)[CH:21]=[C:16]3[CH2:15]2)[CH2:10][CH2:9]1)=[O:7])([CH3:4])([CH3:3])[CH3:2].[CH2:24]([NH:26][C:27]([C:29]1[CH:34]=[CH:33][C:32](B(O)O)=[CH:31][CH:30]=1)=[O:28])[CH3:25]. (4) Given the product [N:15]1[CH:16]=[CH:17][C:12]([C:4]2[N:3]=[C:2]([NH:20][CH2:21][C@@H:22]([NH2:24])[CH3:23])[C:11]3[C:6]([CH:5]=2)=[CH:7][N:8]=[CH:9][CH:10]=3)=[CH:13][CH:14]=1.[N:15]1[CH:16]=[CH:17][C:12]([C:4]2[N:3]=[C:2]([NH:24][C@@H:22]([CH3:23])[CH2:21][NH2:20])[C:11]3[C:6]([CH:5]=2)=[CH:7][N:8]=[CH:9][CH:10]=3)=[CH:13][CH:14]=1, predict the reactants needed to synthesize it. The reactants are: Cl[C:2]1[C:11]2[C:6](=[CH:7][N:8]=[CH:9][CH:10]=2)[CH:5]=[C:4]([C:12]2[CH:17]=[CH:16][N:15]=[CH:14][CH:13]=2)[N:3]=1.Cl.Cl.[NH2:20][CH2:21][C@@H:22]([NH2:24])[CH3:23].[OH-].[Na+]. (5) Given the product [OH:1][C:2]1[CH:11]=[C:10]([O:12][CH2:13][C:14]2[CH:19]=[CH:18][C:17]([O:20][CH3:21])=[CH:16][CH:15]=2)[CH:9]=[CH:8][C:3]=1[C:4]([NH:23][CH3:22])=[O:5], predict the reactants needed to synthesize it. The reactants are: [OH:1][C:2]1[CH:11]=[C:10]([O:12][CH2:13][C:14]2[CH:19]=[CH:18][C:17]([O:20][CH3:21])=[CH:16][CH:15]=2)[CH:9]=[CH:8][C:3]=1[C:4](OC)=[O:5].[CH3:22][NH2:23]. (6) Given the product [C:16]1([C:14]2[CH:13]=[C:9]([NH:24][C:27](=[O:36])[O:50][CH2:49][CH2:48][Si:47]([CH3:52])([CH3:51])[CH3:46])[CH:8]=[C:7]([C:1]3[CH:6]=[CH:5][CH:4]=[CH:3][CH:2]=3)[N:15]=2)[CH:17]=[CH:18][CH:19]=[CH:20][CH:21]=1, predict the reactants needed to synthesize it. The reactants are: [C:1]1([C:7]2[CH:8]=[C:9]([CH:13]=[C:14]([C:16]3[CH:21]=[CH:20][CH:19]=[CH:18][CH:17]=3)[N:15]=2)C(O)=O)[CH:6]=[CH:5][CH:4]=[CH:3][CH:2]=1.C([N:24]([CH2:27]C)CC)C.C1C=CC(P(N=[N+]=[N-])(C2C=CC=CC=2)=[O:36])=CC=1.[CH3:46][Si:47]([CH3:52])([CH3:51])[CH2:48][CH2:49][OH:50]. (7) Given the product [CH:1]1[C:10]2[C:11]3[CH2:17][CH2:16][CH2:15][CH2:14][CH2:13][C:12]=3[N:8]3[C:9]=2[C:4]([CH2:5][CH2:6][CH2:7]3)=[CH:3][C:2]=1[NH:18][C:25]([CH:19]1[CH2:24][CH2:23][CH2:22][CH2:21][CH2:20]1)=[O:26], predict the reactants needed to synthesize it. The reactants are: [CH:1]1[C:10]2[C:11]3[CH2:17][CH2:16][CH2:15][CH2:14][CH2:13][C:12]=3[N:8]3[C:9]=2[C:4]([CH2:5][CH2:6][CH2:7]3)=[CH:3][C:2]=1[NH2:18].[CH:19]1([C:25](Cl)=[O:26])[CH2:24][CH2:23][CH2:22][CH2:21][CH2:20]1.